From a dataset of Full USPTO retrosynthesis dataset with 1.9M reactions from patents (1976-2016). Predict the reactants needed to synthesize the given product. (1) Given the product [Cl:1][C:2]1[CH:3]=[CH:4][C:5]([C:8]2[N:9]=[C:10]3[N:14]([C:15]=2[CH2:16][OH:17])[CH:13]=[C:12]([C:18]([N:26]2[CH2:27][CH2:28][N:23]([CH3:22])[CH2:24][CH2:25]2)=[O:20])[S:11]3)=[CH:6][CH:7]=1, predict the reactants needed to synthesize it. The reactants are: [Cl:1][C:2]1[CH:7]=[CH:6][C:5]([C:8]2[N:9]=[C:10]3[N:14]([C:15]=2[CH2:16][OH:17])[CH:13]=[C:12]([C:18]([O-:20])=O)[S:11]3)=[CH:4][CH:3]=1.[Na+].[CH3:22][N:23]1[CH2:28][CH2:27][NH:26][CH2:25][CH2:24]1.CN(C(ON1N=NC2C=CC=CC1=2)=[N+](C)C)C.[B-](F)(F)(F)F.C(N(CC)CC)C. (2) Given the product [S:12]1[C:16]2[CH:17]=[CH:18][CH:19]=[CH:20][C:15]=2[N:14]=[C:13]1[C:21]1([O:26][C:2]([NH:1][C@@H:4]([CH2:8][CH2:9][CH2:10][CH3:11])[C:5]([O:7][CH3:27])=[O:6])=[O:3])[CH2:25][CH2:24][CH2:23][CH2:22]1, predict the reactants needed to synthesize it. The reactants are: [N:1]([C@@H:4]([CH2:8][CH2:9][CH2:10][CH3:11])[C:5]([O-:7])=[O:6])=[C:2]=[O:3].[S:12]1[C:16]2[CH:17]=[CH:18][CH:19]=[CH:20][C:15]=2[N:14]=[C:13]1[C:21]1([OH:26])[CH2:25][CH2:24][CH2:23][CH2:22]1.[C:27]1(C)C=CC=CC=1.